Dataset: Full USPTO retrosynthesis dataset with 1.9M reactions from patents (1976-2016). Task: Predict the reactants needed to synthesize the given product. (1) Given the product [Br:1][C:2]1[C:11]2[C:6](=[CH:7][C:8]([C:12](=[O:15])[CH:13]=[CH2:14])=[CH:9][CH:10]=2)[CH:5]=[CH:4][CH:3]=1, predict the reactants needed to synthesize it. The reactants are: [Br:1][C:2]1[C:11]2[C:6](=[CH:7][CH:8]=[CH:9][CH:10]=2)[CH:5]=[CH:4][CH:3]=1.[C:12](Cl)(=[O:15])[CH:13]=[CH2:14].[Cl-].[Al+3].[Cl-].[Cl-]. (2) Given the product [ClH:17].[CH:1]([C:4]1[CH:16]=[C:15]2[C:7]([C:8]3[CH:9]=[CH:10][N:11]=[CH:12][C:13]=3[NH:14]2)=[CH:6][CH:5]=1)([CH3:3])[CH3:2], predict the reactants needed to synthesize it. The reactants are: [CH:1]([C:4]1[CH:16]=[C:15]2[C:7]([C:8]3[CH:9]=[CH:10][N:11]=[CH:12][C:13]=3[NH:14]2)=[CH:6][CH:5]=1)([CH3:3])[CH3:2].[ClH:17]. (3) Given the product [CH2:40]([O:42][C:43]1[CH:44]=[C:45]([CH:63]=[CH:64][CH:65]=1)[CH2:46][N:47]1[C:51]([CH3:52])=[C:50]([C:2]2[C:10]3[C:5](=[N:6][CH:7]=[C:8]([C:11]4[CH:16]=[CH:15][C:14]([N:17]5[CH2:22][CH2:21][N:20]([C:23]([O:25][C:26]([CH3:29])([CH3:28])[CH3:27])=[O:24])[CH2:19][CH2:18]5)=[CH:13][CH:12]=4)[CH:9]=3)[N:4]([S:30]([C:33]3[CH:39]=[CH:38][C:36]([CH3:37])=[CH:35][CH:34]=3)(=[O:32])=[O:31])[CH:3]=2)[C:49]([CH3:62])=[N:48]1)[CH3:41], predict the reactants needed to synthesize it. The reactants are: I[C:2]1[C:10]2[C:5](=[N:6][CH:7]=[C:8]([C:11]3[CH:16]=[CH:15][C:14]([N:17]4[CH2:22][CH2:21][N:20]([C:23]([O:25][C:26]([CH3:29])([CH3:28])[CH3:27])=[O:24])[CH2:19][CH2:18]4)=[CH:13][CH:12]=3)[CH:9]=2)[N:4]([S:30]([C:33]2[CH:39]=[CH:38][C:36]([CH3:37])=[CH:35][CH:34]=2)(=[O:32])=[O:31])[CH:3]=1.[CH2:40]([O:42][C:43]1[CH:44]=[C:45]([CH:63]=[CH:64][CH:65]=1)[CH2:46][N:47]1[C:51]([CH3:52])=[C:50](B2OC(C)(C)C(C)(C)O2)[C:49]([CH3:62])=[N:48]1)[CH3:41].C(=O)([O-])[O-].[Na+].[Na+]. (4) Given the product [C:9]([NH:8][C:3]1[CH:4]=[CH:5][CH:6]=[CH:7][C:2]=1[NH:1][C:13]1[C:14]([CH3:23])=[C:15]([CH:20]=[CH:21][CH:22]=1)[C:16]([O:18][CH3:19])=[O:17])(=[O:11])[CH3:10], predict the reactants needed to synthesize it. The reactants are: [NH2:1][C:2]1[CH:7]=[CH:6][CH:5]=[CH:4][C:3]=1[NH:8][C:9](=[O:11])[CH3:10].Br[C:13]1[C:14]([CH3:23])=[C:15]([CH:20]=[CH:21][CH:22]=1)[C:16]([O:18][CH3:19])=[O:17].C1(P(C2C=CC=CC=2)C2C3OC4C(=CC=CC=4P(C4C=CC=CC=4)C4C=CC=CC=4)C(C)(C)C=3C=CC=2)C=CC=CC=1.C(=O)([O-])[O-].[Cs+].[Cs+]. (5) Given the product [ClH:18].[Cl:1][CH2:14][C:9]1([NH:8][CH:2]2[CH2:7][CH2:6][CH2:5][CH2:4][CH2:3]2)[CH2:13][CH2:12][CH2:11][CH2:10]1, predict the reactants needed to synthesize it. The reactants are: [ClH:1].[CH:2]1([NH:8][C:9]2([CH2:14]O)[CH2:13][CH2:12][CH2:11][CH2:10]2)[CH2:7][CH2:6][CH2:5][CH2:4][CH2:3]1.O=S(Cl)[Cl:18]. (6) Given the product [Cl:1][C:2]1[CH:7]=[C:6]2[NH:8][C:9](=[O:26])[C:10]3([CH:15]([CH2:16][CH3:17])[CH2:14][CH2:13][NH:12][CH:11]3[C:19]3[CH:24]=[CH:23][CH:22]=[C:21]([Cl:25])[CH:20]=3)[C:5]2=[CH:4][CH:3]=1, predict the reactants needed to synthesize it. The reactants are: [Cl:1][C:2]1[CH:7]=[C:6]2[NH:8][C:9](=[O:26])[C:10]3([CH:15]([CH2:16][CH3:17])[CH2:14][C:13](=O)[NH:12][CH:11]3[C:19]3[CH:24]=[CH:23][CH:22]=[C:21]([Cl:25])[CH:20]=3)[C:5]2=[CH:4][CH:3]=1.[BH4-].[Na+]. (7) Given the product [CH3:1][O:5][C:6](=[O:24])[CH2:7][CH2:8][C:9]1[CH:14]=[CH:13][C:12]([OH:15])=[CH:11][C:10]=1[CH2:16][NH:17][C:18]([O:20][CH:21]([CH3:22])[CH3:23])=[O:19], predict the reactants needed to synthesize it. The reactants are: [C:1]([O:5][C:6](=[O:24])[CH2:7][CH2:8][C:9]1[CH:14]=[CH:13][C:12]([OH:15])=[CH:11][C:10]=1[CH2:16][NH:17][C:18]([O:20][CH:21]([CH3:23])[CH3:22])=[O:19])(C)(C)C.C(C(O)=O)(F)(F)F.O. (8) Given the product [N:12]([CH2:2][C:3]1[CH:8]=[CH:7][N:6]2[N:9]=[CH:10][N:11]=[C:5]2[CH:4]=1)=[N+:13]=[N-:14], predict the reactants needed to synthesize it. The reactants are: Cl[CH2:2][C:3]1[CH:8]=[CH:7][N:6]2[N:9]=[CH:10][N:11]=[C:5]2[CH:4]=1.[N-:12]=[N+:13]=[N-:14].[Na+].